From a dataset of Full USPTO retrosynthesis dataset with 1.9M reactions from patents (1976-2016). Predict the reactants needed to synthesize the given product. (1) Given the product [CH3:25][C:22]([O:4][C:3]1[CH:5]=[CH:6][CH:7]=[CH:8][C:2]=1[CH:1]=[O:9])([CH3:26])[C:23]#[CH:24], predict the reactants needed to synthesize it. The reactants are: [CH:1](=[O:9])[C:2]1[C:3](=[CH:5][CH:6]=[CH:7][CH:8]=1)[OH:4].C1CCN2C(=NCCC2)CC1.Cl[C:22]([CH3:26])([CH3:25])[C:23]#[CH:24]. (2) Given the product [N:1]1([C:6]2[CH:7]=[CH:8][C:9]([CH:12]([OH:13])[C:15]([F:17])([F:16])[F:14])=[CH:10][N:11]=2)[CH2:2][CH2:3][CH2:4][CH2:5]1, predict the reactants needed to synthesize it. The reactants are: [N:1]1([C:6]2[N:11]=[CH:10][C:9]([CH:12]=[O:13])=[CH:8][CH:7]=2)[CH2:5][CH2:4][CH2:3][CH2:2]1.[F:14][C:15]([Si](C)(C)C)([F:17])[F:16].[F-].C([N+](CCCC)(CCCC)CCCC)CCC.